The task is: Predict the reaction yield, written as a fraction of the theoretical maximum amount of product (1.0 means a 100% yield; for example, 0.34 means a 34% yield).. This data is from Reaction yield outcomes from USPTO patents with 853,638 reactions. The reactants are [CH:1]([N:4]1[CH:8]=[N:7][N:6]=[C:5]1[C:9]1[S:10][C:11]2[CH2:12][CH2:13][O:14][C:15]3[CH:22]=[C:21]([CH:23]=O)[CH:20]=[CH:19][C:16]=3[C:17]=2[N:18]=1)([CH3:3])[CH3:2].[F:25][C:26]([F:30])([F:29])[CH2:27][NH2:28].C(O[BH-](OC(=O)C)OC(=O)C)(=O)C.[Na+]. The catalyst is ClCCCl.C(=O)(O)[O-].[Na+].C(Cl)Cl. The product is [CH:1]([N:4]1[CH:8]=[N:7][N:6]=[C:5]1[C:9]1[S:10][C:11]2[CH2:12][CH2:13][O:14][C:15]3[CH:22]=[C:21]([CH2:23][NH:28][CH2:27][C:26]([F:30])([F:29])[F:25])[CH:20]=[CH:19][C:16]=3[C:17]=2[N:18]=1)([CH3:3])[CH3:2]. The yield is 0.610.